From a dataset of Rat liver microsome stability data. Regression/Classification. Given a drug SMILES string, predict its absorption, distribution, metabolism, or excretion properties. Task type varies by dataset: regression for continuous measurements (e.g., permeability, clearance, half-life) or binary classification for categorical outcomes (e.g., BBB penetration, CYP inhibition). Dataset: rlm. The compound is Cc1cnc(-c2ccccc2C2COC2)nc1NCC1CCN(c2cccnc2)CC1. The result is 0 (unstable in rat liver microsomes).